From a dataset of Catalyst prediction with 721,799 reactions and 888 catalyst types from USPTO. Predict which catalyst facilitates the given reaction. (1) Reactant: C(=O)(O)[O-].[Na+:5].S([O-])([O-])=O.[Na+].[Na+].[C:12]([C:16]1[CH:21]=[CH:20][C:19]([S:22](Cl)(=[O:24])=[O:23])=[CH:18][CH:17]=1)([CH3:15])([CH3:14])[CH3:13]. Product: [Na+:5].[C:12]([C:16]1[CH:21]=[CH:20][C:19]([S:22]([O-:24])=[O:23])=[CH:18][CH:17]=1)([CH3:15])([CH3:13])[CH3:14]. The catalyst class is: 6. (2) Reactant: CC(N(C)C)=O.Cl[C:8]1[N:13]=[CH:12][CH:11]=[CH:10][N:9]=1.[H-].[Na+].[Br:16][C:17]1[CH:23]=[CH:22][C:20]([NH2:21])=[C:19]([F:24])[CH:18]=1. Product: [Br:16][C:17]1[CH:23]=[CH:22][C:20]([NH:21][C:8]2[N:13]=[CH:12][CH:11]=[CH:10][N:9]=2)=[C:19]([F:24])[CH:18]=1. The catalyst class is: 6. (3) Reactant: [CH2:1]([O:8][C:9]1[CH:10]=[C:11]2[C:15](=[CH:16][CH:17]=1)[NH:14][N:13]=[C:12]2[C:18]([OH:20])=O)[C:2]1[CH:7]=[CH:6][CH:5]=[CH:4][CH:3]=1.[CH3:21][NH:22][O:23][CH3:24].N1C=CC=CC=1.CCN=C=NCCCN(C)C.Cl. Product: [CH2:1]([O:8][C:9]1[CH:10]=[C:11]2[C:15](=[CH:16][CH:17]=1)[NH:14][N:13]=[C:12]2[C:18]([N:22]([O:23][CH3:24])[CH3:21])=[O:20])[C:2]1[CH:3]=[CH:4][CH:5]=[CH:6][CH:7]=1. The catalyst class is: 1. (4) Reactant: C([O-])([O-])=[O:2].C([O-])([O-])=O.OO.OO.OO.[Na+].[Na+].[Na+].[Na+].[Br:19][CH2:20][C:21]1[CH:30]=[C:29]2[C:24]([C:25]([C:33]3[CH:38]=[CH:37][C:36]([F:39])=[CH:35][CH:34]=3)=[CH:26][C:27]([C:31]#[N:32])=[N:28]2)=[CH:23][CH:22]=1. Product: [Br:19][CH2:20][C:21]1[CH:30]=[C:29]2[C:24]([C:25]([C:33]3[CH:34]=[CH:35][C:36]([F:39])=[CH:37][CH:38]=3)=[CH:26][C:27]([C:31]([NH2:32])=[O:2])=[N:28]2)=[CH:23][CH:22]=1. The catalyst class is: 283. (5) Reactant: [Br:1][C:2]1[C:11]([C:12](=[CH2:17])[C:13]([O:15][CH3:16])=[O:14])=[C:10]2[C:5]([CH:6]=[CH:7][C:8]([O:18][CH3:19])=[N:9]2)=[CH:4][CH:3]=1.ClC1C=CC=C(C(OO)=[O:28])C=1.S([O-])([O-])=O.[Na+].[Na+].C(=O)(O)[O-].[Na+]. Product: [Br:1][C:2]1[C:11]([C:12]2([C:13]([O:15][CH3:16])=[O:14])[CH2:17][O:28]2)=[C:10]2[C:5]([CH:6]=[CH:7][C:8]([O:18][CH3:19])=[N:9]2)=[CH:4][CH:3]=1. The catalyst class is: 34. (6) Reactant: [CH3:1][N:2]1[CH2:7][CH2:6][N:5]([C:8]2[CH:13]=[C:12]([O:14][CH:15]([CH3:17])[CH3:16])[C:11]([N+:18]([O-])=O)=[CH:10][N:9]=2)[CH2:4][CH2:3]1.C([O-])=O.[NH4+]. Product: [CH3:1][N:2]1[CH2:7][CH2:6][N:5]([C:8]2[N:9]=[CH:10][C:11]([NH2:18])=[C:12]([O:14][CH:15]([CH3:17])[CH3:16])[CH:13]=2)[CH2:4][CH2:3]1. The catalyst class is: 43. (7) Reactant: [CH2:1]1[C:10]2[C:5](=[CH:6][C:7]([NH:11][C:12]3[N:17]=[C:16]([CH2:18][CH2:19][C:20]4[CH:25]=[CH:24][CH:23]=[CH:22][C:21]=4[CH2:26][C:27]([NH2:29])=[O:28])[C:15]([C:30]([F:33])([F:32])[F:31])=[CH:14][N:13]=3)=[CH:8][CH:9]=2)[CH2:4][CH2:3][NH:2]1.C=O.[C:36](O[BH-](OC(=O)C)OC(=O)C)(=O)C.[Na+]. Product: [CH3:36][N:2]1[CH2:3][CH2:4][C:5]2[C:10](=[CH:9][CH:8]=[C:7]([NH:11][C:12]3[N:17]=[C:16]([CH2:18][CH2:19][C:20]4[CH:25]=[CH:24][CH:23]=[CH:22][C:21]=4[CH2:26][C:27]([NH2:29])=[O:28])[C:15]([C:30]([F:32])([F:33])[F:31])=[CH:14][N:13]=3)[CH:6]=2)[CH2:1]1. The catalyst class is: 5. (8) Reactant: C([O:3][C:4]([C@@H:6]1[CH2:14][C:13]2[C:8](=[CH:9][CH:10]=[CH:11][CH:12]=2)[N:7]1[C:15](=[O:37])[C@@H:16]([NH:23][C:24](=[O:36])[C@@H:25]([N:27]([C:29]([O:31][C:32]([CH3:35])([CH3:34])[CH3:33])=[O:30])[CH3:28])[CH3:26])[C:17]1[CH:22]=[CH:21][CH:20]=[CH:19][CH:18]=1)=[O:5])C.[OH-].[Li+]. Product: [C:32]([O:31][C:29]([N:27]([CH3:28])[C@@H:25]([CH3:26])[C:24]([NH:23][C@@H:16]([C:17]1[CH:22]=[CH:21][CH:20]=[CH:19][CH:18]=1)[C:15]([N:7]1[C:8]2[C:13](=[CH:12][CH:11]=[CH:10][CH:9]=2)[CH2:14][C@H:6]1[C:4]([OH:5])=[O:3])=[O:37])=[O:36])=[O:30])([CH3:35])([CH3:34])[CH3:33]. The catalyst class is: 278. (9) Reactant: [CH2:1]([N:8]1[C:16]2[C:11](=[CH:12][CH:13]=[C:14]([C:17]([OH:19])=O)[CH:15]=2)[C:10]([C:20](=[O:31])[NH:21][CH2:22][C:23]2[CH:28]=[CH:27][C:26]([F:29])=[C:25]([F:30])[CH:24]=2)=[C:9]1[CH:32]([CH3:34])[CH3:33])[C:2]1[CH:7]=[CH:6][CH:5]=[CH:4][CH:3]=1.F[P-](F)(F)(F)(F)F.N1(O[P+](N(C)C)(N(C)C)N(C)C)C2C=CC=CC=2N=N1.CCN(C(C)C)C(C)C.[NH2:71][C@@H:72]([CH2:75][CH3:76])[CH2:73][OH:74]. Product: [CH2:1]([N:8]1[C:16]2[C:11](=[CH:12][CH:13]=[C:14]([C:17]([NH:71][C@@H:72]([CH2:75][CH3:76])[CH2:73][OH:74])=[O:19])[CH:15]=2)[C:10]([C:20]([NH:21][CH2:22][C:23]2[CH:28]=[CH:27][C:26]([F:29])=[C:25]([F:30])[CH:24]=2)=[O:31])=[C:9]1[CH:32]([CH3:34])[CH3:33])[C:2]1[CH:3]=[CH:4][CH:5]=[CH:6][CH:7]=1. The catalyst class is: 31. (10) Reactant: [O:1]=[C:2]1[N:6]([C:7]2[CH:8]=[CH:9][C:10]3[C:16](=[O:17])[CH2:15][CH2:14][CH2:13][CH2:12][C:11]=3[CH:18]=2)[CH2:5][C@H:4]([CH2:19][NH:20][C:21](=[O:23])[CH3:22])[O:3]1.[Li+].C[Si]([N-][Si](C)(C)C)(C)C.[C:34](Cl)(=[O:38])[CH:35]([CH3:37])[CH3:36].Cl. Product: [C:34]([CH:15]1[CH2:14][CH2:13][CH2:12][C:11]2[CH:18]=[C:7]([N:6]3[CH2:5][C@H:4]([CH2:19][NH:20][C:21](=[O:23])[CH3:22])[O:3][C:2]3=[O:1])[CH:8]=[CH:9][C:10]=2[C:16]1=[O:17])(=[O:38])[CH:35]([CH3:37])[CH3:36]. The catalyst class is: 1.